Dataset: Catalyst prediction with 721,799 reactions and 888 catalyst types from USPTO. Task: Predict which catalyst facilitates the given reaction. (1) Reactant: [NH:1]1[CH2:6][CH2:5][CH2:4][CH2:3][CH:2]1[CH2:7][C:8]1[S:9][C:10]2[CH:16]=[CH:15][CH:14]=[CH:13][C:11]=2[N:12]=1.CN(C(ON1N=NC2C=CC=NC1=2)=[N+](C)C)C.F[P-](F)(F)(F)(F)F.C(N(C(C)C)CC)(C)C.[F:50][C:51]1[CH:56]=[CH:55][C:54]([C:57]2[S:61][C:60]([CH3:62])=[N:59][C:58]=2[C:63](O)=[O:64])=[CH:53][CH:52]=1. Product: [S:9]1[C:10]2[CH:16]=[CH:15][CH:14]=[CH:13][C:11]=2[N:12]=[C:8]1[CH2:7][CH:2]1[CH2:3][CH2:4][CH2:5][CH2:6][N:1]1[C:63]([C:58]1[N:59]=[C:60]([CH3:62])[S:61][C:57]=1[C:54]1[CH:55]=[CH:56][C:51]([F:50])=[CH:52][CH:53]=1)=[O:64]. The catalyst class is: 3. (2) Reactant: [NH:1]1[C:5]2[CH:6]=[CH:7][CH:8]=[CH:9][C:4]=2[N:3]=[N:2]1.[OH-].[Na+].[N+]([O-])([O-])=O.[Ag+:16]. Product: [NH:1]1[C:5]2[CH:6]=[CH:7][CH:8]=[CH:9][C:4]=2[N:3]=[N:2]1.[Ag:16]. The catalyst class is: 6. (3) Reactant: [CH2:1]([O:5][CH2:6][CH2:7][O:8][C:9]1[CH:14]=[CH:13][C:12]([C:15]2[CH:16]=[CH:17][C:18]3[N:24]([C:25](=[O:30])[C:26]([F:29])([F:28])[F:27])[CH2:23][CH2:22][C:21]([C:31]([OH:33])=O)=[CH:20][C:19]=3[CH:34]=2)=[CH:11][CH:10]=1)[CH2:2][CH2:3][CH3:4].[N:35]1[CH:40]=[CH:39][CH:38]=[CH:37][C:36]=1[S:41][CH2:42][C:43]1[CH:49]=[CH:48][C:46]([NH2:47])=[CH:45][CH:44]=1.ON1C2C=CC=CC=2N=N1.[Cl-].C(N=C=NCCCN(C)C)C. Product: [CH2:1]([O:5][CH2:6][CH2:7][O:8][C:9]1[CH:14]=[CH:13][C:12]([C:15]2[CH:16]=[CH:17][C:18]3[N:24]([C:25](=[O:30])[C:26]([F:27])([F:28])[F:29])[CH2:23][CH2:22][C:21]([C:31]([NH:47][C:46]4[CH:45]=[CH:44][C:43]([CH2:42][S:41][C:36]5[CH:37]=[CH:38][CH:39]=[CH:40][N:35]=5)=[CH:49][CH:48]=4)=[O:33])=[CH:20][C:19]=3[CH:34]=2)=[CH:11][CH:10]=1)[CH2:2][CH2:3][CH3:4]. The catalyst class is: 851. (4) Product: [F:1][C:2]1[CH:3]=[CH:4][C:5]([O:27][CH3:28])=[C:6]([C:8]2[CH:13]=[CH:12][N:11]=[C:10]3[N:14]([CH2:19][O:20][CH2:21][CH2:22][Si:23]([CH3:24])([CH3:26])[CH3:25])[C:15]([I:37])=[C:16]([C:17]#[N:18])[C:9]=23)[CH:7]=1. The catalyst class is: 7. Reactant: [F:1][C:2]1[CH:3]=[CH:4][C:5]([O:27][CH3:28])=[C:6]([C:8]2[CH:13]=[CH:12][N:11]=[C:10]3[N:14]([CH2:19][O:20][CH2:21][CH2:22][Si:23]([CH3:26])([CH3:25])[CH3:24])[CH:15]=[C:16]([C:17]#[N:18])[C:9]=23)[CH:7]=1.C([N-]C(C)C)(C)C.[Li+].[I:37]I.